From a dataset of Forward reaction prediction with 1.9M reactions from USPTO patents (1976-2016). Predict the product of the given reaction. (1) The product is: [ClH:1].[Cl:1][C:2]1[CH:11]=[C:10]2[C:5]([CH:6]=[C:7]([C:12]([OH:14])=[O:13])[N:8]=[CH:9]2)=[CH:4][CH:3]=1. Given the reactants [Cl:1][C:2]1[CH:11]=[C:10]2[C:5]([CH:6]=[C:7]([C:12]([O:14]C)=[O:13])[N:8]=[CH:9]2)=[CH:4][CH:3]=1, predict the reaction product. (2) Given the reactants [C:1]([CH2:11][C:12]([O:14]CC)=[O:13])(=O)[CH:2]=[CH:3][C:4]1[CH:9]=[CH:8][CH:7]=[CH:6][CH:5]=1.[N:17]([C:20]1[CH:30]=[CH:29][C:23]([C:24]([NH:26][CH2:27][CH3:28])=[O:25])=[CH:22][CH:21]=1)=[N+:18]=[N-:19].[O-]CC.[Na+].O, predict the reaction product. The product is: [CH2:27]([NH:26][C:24]([C:23]1[CH:29]=[CH:30][C:20]([N:17]2[C:1](/[CH:2]=[CH:3]/[C:4]3[CH:5]=[CH:6][CH:7]=[CH:8][CH:9]=3)=[C:11]([C:12]([OH:14])=[O:13])[N:19]=[N:18]2)=[CH:21][CH:22]=1)=[O:25])[CH3:28]. (3) Given the reactants [CH3:1][N:2]1[C:7]([C:8]([F:11])([F:10])[F:9])=[CH:6][C:5](=[O:12])[N:4]([C:13]2[CH:14]=[CH:15][C:16]3[S:20][N:19]=[C:18]([CH:21]=[O:22])[C:17]=3[CH:23]=2)[C:3]1=[O:24].[CH2:25](O)[CH:26]([OH:28])[CH3:27].C1(C)C=CC=CC=1.O, predict the reaction product. The product is: [CH3:1][N:2]1[C:7]([C:8]([F:9])([F:10])[F:11])=[CH:6][C:5](=[O:12])[N:4]([C:13]2[CH:14]=[CH:15][C:16]3[S:20][N:19]=[C:18]([CH:21]4[O:28][CH:26]([CH3:27])[CH2:25][O:22]4)[C:17]=3[CH:23]=2)[C:3]1=[O:24]. (4) Given the reactants [OH:1][C:2]1[CH:7]=[CH:6][CH:5]=[CH:4][C:3]=1[CH2:8][CH2:9][OH:10].C(=O)([O-])[O-].[K+].[K+].[CH3:17][Si:18]([CH3:25])([CH3:24])[CH2:19][CH2:20][O:21][CH2:22]Cl, predict the reaction product. The product is: [CH3:17][Si:18]([CH3:25])([CH3:24])[CH2:19][CH2:20][O:21][CH2:22][O:1][C:2]1[CH:7]=[CH:6][CH:5]=[CH:4][C:3]=1[CH2:8][CH2:9][OH:10]. (5) The product is: [NH:3]1[C:4]2([CH2:12][CH2:11][NH:10][CH2:9][CH2:8]2)[CH2:5][CH2:6][CH2:7][C:2]1=[O:1]. Given the reactants [O:1]=[C:2]1[CH2:7][CH2:6][CH2:5][C:4]2([CH2:12][CH2:11][N:10](C(OC(C)(C)C)=O)[CH2:9][CH2:8]2)[NH:3]1.C(O)(C(F)(F)F)=O, predict the reaction product. (6) Given the reactants [CH3:1][O:2][C:3]1[C:4]([CH3:25])=[C:5]([C:16]([O:23][CH3:24])=[C:17]([O:21][CH3:22])[C:18]=1[O:19][CH3:20])[CH2:6][C:7]1[CH:8]=[CH:9][C:10]([OH:15])=[C:11]([CH:14]=1)[CH:12]=[O:13].C(=O)([O-])[O-].[K+].[K+].[CH:32](Br)([CH3:34])[CH3:33], predict the reaction product. The product is: [CH3:1][O:2][C:3]1[C:4]([CH3:25])=[C:5]([C:16]([O:23][CH3:24])=[C:17]([O:21][CH3:22])[C:18]=1[O:19][CH3:20])[CH2:6][C:7]1[CH:8]=[CH:9][C:10]([O:15][CH:32]([CH3:34])[CH3:33])=[C:11]([CH:14]=1)[CH:12]=[O:13]. (7) Given the reactants [NH:1]1[CH2:6][CH2:5][CH:4]([OH:7])[CH2:3][CH2:2]1.[CH3:8][N:9]([CH2:17][CH:18]=O)[C:10](=[O:16])[O:11][C:12]([CH3:15])([CH3:14])[CH3:13].[Na].C(O)(=O)C, predict the reaction product. The product is: [OH:7][CH:4]1[CH2:5][CH2:6][N:1]([CH2:18][CH2:17][N:9]([CH3:8])[C:10](=[O:16])[O:11][C:12]([CH3:14])([CH3:13])[CH3:15])[CH2:2][CH2:3]1. (8) The product is: [Cl:24][CH2:25][C:26]([N:14]1[CH:9]2[CH2:10][CH2:11][CH:12]1[CH2:13][N:7]([CH2:6][C:5]1[CH:4]=[CH:3][C:2]([F:1])=[CH:16][CH:15]=1)[CH2:8]2)=[O:27]. Given the reactants [F:1][C:2]1[CH:16]=[CH:15][C:5]([CH2:6][N:7]2[CH2:13][CH:12]3[NH:14][CH:9]([CH2:10][CH2:11]3)[CH2:8]2)=[CH:4][CH:3]=1.C(N(CC)CC)C.[Cl:24][CH2:25][C:26](Cl)=[O:27], predict the reaction product. (9) Given the reactants [Cl:1][C:2]1[C:7]([OH:8])=[CH:6][CH:5]=[C:4]([CH2:9][OH:10])[N:3]=1.Br[CH2:12][CH:13]1[CH2:15][CH2:14]1, predict the reaction product. The product is: [Cl:1][C:2]1[N:3]=[C:4]([CH2:9][OH:10])[CH:5]=[CH:6][C:7]=1[O:8][CH2:12][CH:13]1[CH2:15][CH2:14]1.